Dataset: Catalyst prediction with 721,799 reactions and 888 catalyst types from USPTO. Task: Predict which catalyst facilitates the given reaction. (1) Reactant: [CH3:1][N:2]1[C:6]([C:7]2[CH:8]=[C:9]([CH:11]=[C:12]([O:14][CH3:15])[CH:13]=2)[NH2:10])=[CH:5][N:4]=[C:3]1[CH3:16].[C:17]1([C:30](O)=[O:31])[C:29]2[CH2:28][C:27]3[C:22](=[CH:23][CH:24]=[CH:25][CH:26]=3)[C:21]=2[CH:20]=[CH:19][CH:18]=1.ON1C2C=CC=CC=2N=N1.Cl.C(N=C=NCCCN(C)C)C.Cl. Product: [CH3:1][N:2]1[C:6]([C:7]2[CH:8]=[C:9]([NH:10][C:30]([C:17]3[C:29]4[CH2:28][C:27]5[C:22](=[CH:23][CH:24]=[CH:25][CH:26]=5)[C:21]=4[CH:20]=[CH:19][CH:18]=3)=[O:31])[CH:11]=[C:12]([O:14][CH3:15])[CH:13]=2)=[CH:5][N:4]=[C:3]1[CH3:16]. The catalyst class is: 119. (2) Reactant: [CH3:1][O:2][C:3]1[CH:4]=[C:5]2[C:10](=[CH:11][CH:12]=1)[CH:9]=[C:8](B(O)O)[CH:7]=[CH:6]2.Br[C:17]1[CH:18]=[N:19][CH:20]=[C:21]([O:23][CH2:24][CH2:25][OH:26])[CH:22]=1.O.O.O.O.O.O.O.O.[OH-].[Ba+2].[OH-]. Product: [CH3:1][O:2][C:3]1[CH:4]=[C:5]2[C:10](=[CH:11][CH:12]=1)[CH:9]=[C:8]([C:17]1[CH:18]=[N:19][CH:20]=[C:21]([O:23][CH2:24][CH2:25][OH:26])[CH:22]=1)[CH:7]=[CH:6]2. The catalyst class is: 73. (3) Reactant: [CH:1]([C:4]1[CH:5]=[C:6]2[C:16]([CH3:17])=[CH:15][C:14](=[O:18])[O:13][C:7]2=[C:8]([CH:10]([CH3:12])[CH3:11])[N:9]=1)([CH3:3])[CH3:2].[H-].[Al+3].[Li+].[H-].[H-].[H-]. Product: [OH:18][CH2:14]/[CH:15]=[C:16](\[C:6]1[CH:5]=[C:4]([CH:1]([CH3:2])[CH3:3])[N:9]=[C:8]([CH:10]([CH3:12])[CH3:11])[C:7]=1[OH:13])/[CH3:17]. The catalyst class is: 28. (4) Reactant: [O:1]=[C:2]1[NH:7][C:6]2[CH:8]=[C:9]([CH2:12][N:13]3[CH2:18][CH2:17][N:16]([C:19]4[CH:27]=[CH:26][C:22]([C:23]([OH:25])=O)=[CH:21][CH:20]=4)[CH2:15][CH2:14]3)[CH:10]=[N:11][C:5]=2[N:4]2[CH2:28][CH2:29][CH2:30][C@@H:3]12.[CH:31]1([NH2:34])[CH2:33][CH2:32]1.CCN(C(C)C)C(C)C.CN(C(ON1N=NC2C=CC=NC1=2)=[N+](C)C)C.F[P-](F)(F)(F)(F)F. Product: [CH:31]1([NH:34][C:23](=[O:25])[C:22]2[CH:26]=[CH:27][C:19]([N:16]3[CH2:17][CH2:18][N:13]([CH2:12][C:9]4[CH:10]=[N:11][C:5]5[N:4]6[CH2:28][CH2:29][CH2:30][C@H:3]6[C:2](=[O:1])[NH:7][C:6]=5[CH:8]=4)[CH2:14][CH2:15]3)=[CH:20][CH:21]=2)[CH2:33][CH2:32]1. The catalyst class is: 3. (5) Reactant: [CH2:1]([O:8][C:9](=[O:24])[C@@H:10]([NH:16][C:17]([O:19][C:20]([CH3:23])([CH3:22])[CH3:21])=[O:18])[CH2:11][CH2:12][C:13]([OH:15])=O)[C:2]1[CH:7]=[CH:6][CH:5]=[CH:4][CH:3]=1.C1C=CC2N(O)N=NC=2C=1.CCN(C(C)C)C(C)C.[CH2:44]([NH2:51])[C:45]1[CH:50]=[CH:49][CH:48]=[CH:47][CH:46]=1. Product: [CH2:1]([O:8][C:9](=[O:24])[C@@H:10]([NH:16][C:17]([O:19][C:20]([CH3:23])([CH3:22])[CH3:21])=[O:18])[CH2:11][CH2:12][C:13](=[O:15])[NH:51][CH2:44][C:45]1[CH:50]=[CH:49][CH:48]=[CH:47][CH:46]=1)[C:2]1[CH:3]=[CH:4][CH:5]=[CH:6][CH:7]=1. The catalyst class is: 607. (6) The catalyst class is: 4. Product: [CH3:1][O:2][C:3]([C:5]1[C:10]([Cl:11])=[C:9]([NH:12][C:21]([O:23][C:24]([CH3:27])([CH3:26])[CH3:25])=[O:22])[C:8]([F:13])=[C:7]([C:14]2[CH:19]=[CH:18][C:17]([Cl:20])=[CH:16][CH:15]=2)[N:6]=1)=[O:4]. Reactant: [CH3:1][O:2][C:3]([C:5]1[C:10]([Cl:11])=[C:9]([NH2:12])[C:8]([F:13])=[C:7]([C:14]2[CH:19]=[CH:18][C:17]([Cl:20])=[CH:16][CH:15]=2)[N:6]=1)=[O:4].[C:21](O[C:21]([O:23][C:24]([CH3:27])([CH3:26])[CH3:25])=[O:22])([O:23][C:24]([CH3:27])([CH3:26])[CH3:25])=[O:22].FC(F)(F)C(O)=O. (7) The catalyst class is: 7. Reactant: [H-].[Na+].[CH2:3]([OH:7])[C:4]#[C:5][CH3:6].[Cl:8][C:9]1[C:14]([CH3:15])=[C:13](Cl)[N:12]=[CH:11][N:10]=1.[Cl-].[NH4+]. Product: [Cl:8][C:9]1[C:14]([CH3:15])=[C:13]([O:7][CH2:3][C:4]#[C:5][CH3:6])[N:12]=[CH:11][N:10]=1. (8) Reactant: [CH2:1]([O:3][C:4](=[O:16])[CH2:5][C:6](=[O:15])[CH2:7][CH2:8][C:9]1[CH:14]=[CH:13][CH:12]=[CH:11][CH:10]=1)[CH3:2].S(Cl)([Cl:20])(=O)=O.O. Product: [CH2:1]([O:3][C:4](=[O:16])[CH:5]([Cl:20])[C:6](=[O:15])[CH2:7][CH2:8][C:9]1[CH:10]=[CH:11][CH:12]=[CH:13][CH:14]=1)[CH3:2]. The catalyst class is: 2. (9) Reactant: [OH:1][CH2:2][CH2:3][NH:4][CH:5]1[CH2:9][N:8]([C:10]2[CH:11]=[N:12][N:13]3[CH2:18][C@H:17]([CH3:19])[N:16]([C:20]([O:22][C:23]([CH3:26])([CH3:25])[CH3:24])=[O:21])[CH2:15][C:14]=23)[C:7](=[O:27])[CH2:6]1.CCN(C(C)C)C(C)C.Cl[C:38](Cl)([O:40]C(=O)OC(Cl)(Cl)Cl)Cl. Product: [CH3:19][C@H:17]1[CH2:18][N:13]2[N:12]=[CH:11][C:10]([N:8]3[CH2:9][CH:5]([N:4]4[CH2:3][CH2:2][O:1][C:38]4=[O:40])[CH2:6][C:7]3=[O:27])=[C:14]2[CH2:15][N:16]1[C:20]([O:22][C:23]([CH3:26])([CH3:25])[CH3:24])=[O:21]. The catalyst class is: 2. (10) Reactant: [H-].[Al+3].[Li+].[H-].[H-].[H-].[O:7]1[C:12]2[CH:13]=[CH:14][CH:15]=[CH:16][C:11]=2[NH:10][C:9](=O)[CH2:8]1.[OH-].[Na+].S([O-])([O-])(=O)=O.[Na+].[Na+]. Product: [O:7]1[C:12]2[CH:13]=[CH:14][CH:15]=[CH:16][C:11]=2[NH:10][CH2:9][CH2:8]1. The catalyst class is: 30.